Regression/Classification. Given a drug SMILES string, predict its toxicity properties. Task type varies by dataset: regression for continuous values (e.g., LD50, hERG inhibition percentage) or binary classification for toxic/non-toxic outcomes (e.g., AMES mutagenicity, cardiotoxicity, hepatotoxicity). Dataset: ames. From a dataset of Ames mutagenicity test results for genotoxicity prediction. (1) The drug is Cn1cnc2ccc([N+](=O)[O-])cc21. The result is 1 (mutagenic). (2) The compound is O=[N+]([O-])c1ccc2c(c1)Oc1cc([N+](=O)[O-])ccc1O2. The result is 1 (mutagenic). (3) The drug is O=C(O)c1cccnc1. The result is 0 (non-mutagenic).